From a dataset of Full USPTO retrosynthesis dataset with 1.9M reactions from patents (1976-2016). Predict the reactants needed to synthesize the given product. (1) Given the product [CH2:32]([O:31][C:29]([C@@H:26]1[CH2:25][CH2:24][C@@H:23]2[CH2:28][N:27]1[C:9](=[O:10])[N:22]2[O:21][CH2:14][C:15]1[CH:16]=[CH:17][CH:18]=[CH:19][CH:20]=1)=[O:30])[CH3:33], predict the reactants needed to synthesize it. The reactants are: N1C=CC=C(C)C=1.C(O)(=O)[C:9](O)=[O:10].[CH2:14]([O:21][NH:22][C@H:23]1[CH2:28][NH:27][C@H:26]([C:29]([O:31][CH2:32][CH3:33])=[O:30])[CH2:25][CH2:24]1)[C:15]1[CH:20]=[CH:19][CH:18]=[CH:17][CH:16]=1.ClC(Cl)(OC(=O)OC(Cl)(Cl)Cl)Cl.C(=O)(O)[O-].[Na+]. (2) Given the product [C:1]1([CH2:7][CH2:8][CH2:9][CH2:10][CH2:11][CH2:12][CH2:13][CH2:14][NH:15][C:16]([C:17]2[CH:22]=[C:21]([C:23]3[CH:28]=[CH:27][CH:26]=[C:25]([C:29]([F:32])([F:31])[F:30])[CH:24]=3)[C:20]([O:33][CH2:34][CH2:35][N:39]3[CH2:44][CH2:43][NH:42][CH2:41][CH2:40]3)=[C:19]([Br:37])[CH:18]=2)=[O:38])[CH:6]=[CH:5][CH:4]=[CH:3][CH:2]=1, predict the reactants needed to synthesize it. The reactants are: [C:1]1([CH2:7][CH2:8][CH2:9][CH2:10][CH2:11][CH2:12][CH2:13][CH2:14][NH:15][C:16](=[O:38])[C:17]2[CH:22]=[C:21]([C:23]3[CH:28]=[CH:27][CH:26]=[C:25]([C:29]([F:32])([F:31])[F:30])[CH:24]=3)[C:20]([O:33][CH2:34][CH2:35]O)=[C:19]([Br:37])[CH:18]=2)[CH:6]=[CH:5][CH:4]=[CH:3][CH:2]=1.[NH:39]1[CH2:44][CH2:43][NH:42][CH2:41][CH2:40]1. (3) Given the product [CH:8]1[C:17]2[C:12](=[CH:13][CH:14]=[CH:15][CH:16]=2)[CH:11]=[C:10]([CH:18]([N:45]([CH2:44][C@@H:36]2[CH2:37][C@H:38]3[C@H:43]([CH2:42][CH2:41][CH2:40][CH2:39]3)[NH:35]2)[C:73]([C:64]2[CH:63]=[C:62]([O:61][CH3:60])[C:67]3[O:68][C:69]([CH3:72])([CH3:71])[O:70][C:66]=3[CH:65]=2)=[O:74])[CH3:19])[N:9]=1, predict the reactants needed to synthesize it. The reactants are: FC(F)(F)C(O)=O.[CH:8]1[C:17]2[C:12](=[CH:13][CH:14]=[CH:15][CH:16]=2)[CH:11]=[C:10]([C:18](=O)[CH3:19])[N:9]=1.C(N(CC)CC)C.C(OC([N:35]1[C@@H:43]2[C@@H:38]([CH2:39][CH2:40][CH2:41][CH2:42]2)[CH2:37][C@H:36]1[CH2:44][NH2:45])=O)(C)(C)C.C(O[BH-](OC(=O)C)OC(=O)C)(=O)C.[Na+].[CH3:60][O:61][C:62]1[C:67]2[O:68][C:69]([CH3:72])([CH3:71])[O:70][C:66]=2[CH:65]=[C:64]([C:73](Cl)=[O:74])[CH:63]=1. (4) Given the product [C:1]([C:5]1[C:6]([O:13][CH2:21][CH2:22][CH3:23])=[C:7]([CH:10]=[CH:11][CH:12]=1)[CH:8]=[O:9])([CH3:4])([CH3:2])[CH3:3], predict the reactants needed to synthesize it. The reactants are: [C:1]([C:5]1[C:6]([OH:13])=[C:7]([CH:10]=[CH:11][CH:12]=1)[CH:8]=[O:9])([CH3:4])([CH3:3])[CH3:2].C([O-])([O-])=O.[K+].[K+].I[CH2:21][CH2:22][CH3:23]. (5) Given the product [CH3:25][O:24][C:12]1[C:13]2[CH2:14][C@@H:15]([N:19]3[CH2:23][CH2:22][CH2:21][CH2:20]3)[CH2:16][CH2:17][C:18]=2[C:9]([NH2:8])=[CH:10][CH:11]=1, predict the reactants needed to synthesize it. The reactants are: C1(C(C2C=CC=CC=2)=[N:8][C:9]2[C:18]3[CH2:17][CH2:16][C@H:15]([N:19]4[CH2:23][CH2:22][CH2:21][CH2:20]4)[CH2:14][C:13]=3[C:12]([O:24][CH3:25])=[CH:11][CH:10]=2)C=CC=CC=1.Cl. (6) Given the product [CH3:7][C:4]1[N:3]([C:8]2[CH:12]=[C:11]([I:24])[N:10]([C:13]3[CH:18]=[CH:17][CH:16]=[CH:15][CH:14]=3)[N:9]=2)[C:2]([CH3:1])=[CH:6][CH:5]=1, predict the reactants needed to synthesize it. The reactants are: [CH3:1][C:2]1[N:3]([C:8]2[CH:12]=[CH:11][N:10]([C:13]3[CH:18]=[CH:17][CH:16]=[CH:15][CH:14]=3)[N:9]=2)[C:4]([CH3:7])=[CH:5][CH:6]=1.C([Li])CCC.[I:24]I.S([O-])(O)=O.[Na+]. (7) The reactants are: [Br:1][C:2]1[C:11]2[C:10]([CH3:13])([CH3:12])[CH2:9][CH:8]=[C:7]([C:14]([CH3:17])([CH3:16])[CH3:15])[C:6]=2[CH:5]=[C:4]([C:18]([CH3:29])=[C:19]([F:28])[CH:20]=[CH:21][C:22]([CH3:27])=[CH:23][C:24]([O-:26])=[O:25])[C:3]=1[O:30][CH:31]([CH3:33])[CH3:32].[OH-].[Na+]. Given the product [Br:1][C:2]1[C:11]2[C:10]([CH3:12])([CH3:13])[CH2:9][CH:8]=[C:7]([C:14]([CH3:17])([CH3:15])[CH3:16])[C:6]=2[CH:5]=[C:4]([C:18]([CH3:29])=[C:19]([F:28])[CH:20]=[CH:21][C:22]([CH3:27])=[CH:23][C:24]([OH:26])=[O:25])[C:3]=1[O:30][CH:31]([CH3:33])[CH3:32], predict the reactants needed to synthesize it. (8) Given the product [Cl:7][C:8]1[CH:13]=[C:12]([NH:61][C:62]2[CH:71]=[CH:70][CH:69]=[CH:68][C:63]=2[C:64]([NH:66][CH3:67])=[O:65])[C:11]([C:15]([F:18])([F:17])[F:16])=[CH:10][N:9]=1, predict the reactants needed to synthesize it. The reactants are: C(=O)([O-])[O-].[Cs+].[Cs+].[Cl:7][C:8]1[CH:13]=[C:12](I)[C:11]([C:15]([F:18])([F:17])[F:16])=[CH:10][N:9]=1.CC1(C)C2C=CC=C(P(C3C=CC=CC=3)C3C=CC=CC=3)C=2OC2C1=CC=CC=2P(C1C=CC=CC=1)C1C=CC=CC=1.[NH2:61][C:62]1[CH:71]=[CH:70][CH:69]=[CH:68][C:63]=1[C:64]([NH:66][CH3:67])=[O:65]. (9) Given the product [CH3:1][O:2][C:3]1[N:8]=[C:7]2[CH:9]=[CH:10][N:11]([Si:18]([CH:25]([CH3:27])[CH3:26])([CH:22]([CH3:24])[CH3:23])[CH:19]([CH3:21])[CH3:20])[C:6]2=[CH:5][C:4]=1[B:12]([OH:14])[OH:13], predict the reactants needed to synthesize it. The reactants are: [CH3:1][O:2][C:3]1[N:8]=[C:7]2[CH:9]=[CH:10][NH:11][C:6]2=[CH:5][C:4]=1[B:12]([OH:14])[OH:13].[H-].[Na+].Cl[Si:18]([CH:25]([CH3:27])[CH3:26])([CH:22]([CH3:24])[CH3:23])[CH:19]([CH3:21])[CH3:20].